Dataset: Forward reaction prediction with 1.9M reactions from USPTO patents (1976-2016). Task: Predict the product of the given reaction. (1) Given the reactants Br[C:2]1[CH:7]=[C:6]([Br:8])[N:5]=[C:4]([C:9]#[N:10])[C:3]=1[OH:11].[CH3:12][O-:13].[Na+].C[O-], predict the reaction product. The product is: [Br:8][C:6]1[N:5]=[C:4]([C:9]#[N:10])[C:3]([OH:11])=[C:2]([O:13][CH3:12])[CH:7]=1. (2) Given the reactants [O:1]=[C:2]1[NH:8][CH:7]([CH2:9]OS(C)(=O)=O)[C:6]2[CH:15]=[CH:16][CH:17]=[CH:18][C:5]=2[C:4]2[CH:19]=[CH:20][CH:21]=[CH:22][C:3]1=2.[Na+].[I-:24], predict the reaction product. The product is: [I:24][CH2:9][CH:7]1[NH:8][C:2](=[O:1])[C:3]2[CH:22]=[CH:21][CH:20]=[CH:19][C:4]=2[C:5]2[CH:18]=[CH:17][CH:16]=[CH:15][C:6]1=2.